Dataset: Full USPTO retrosynthesis dataset with 1.9M reactions from patents (1976-2016). Task: Predict the reactants needed to synthesize the given product. (1) Given the product [CH3:12][C:4]1[CH:3]=[C:2]([C:15]([C:14]([F:21])([F:20])[F:13])=[CH2:16])[CH:7]=[C:6]([CH3:8])[C:5]=1[N+:9]([O-:11])=[O:10], predict the reactants needed to synthesize it. The reactants are: Br[C:2]1[CH:3]=[C:4]([CH3:12])[C:5]([N+:9]([O-:11])=[O:10])=[C:6]([CH3:8])[CH:7]=1.[F:13][C:14]([F:21])([F:20])[C:15](B(O)O)=[CH2:16].C(=O)([O-])[O-].[K+].[K+]. (2) Given the product [Cl:26][C:23]1[CH:24]=[CH:25][C:20]([CH2:19][N:15]2[C:11]3[CH2:10][CH2:9][NH:8][CH2:13][C:12]=3[C:19]([C:20]3[CH:25]=[CH:24][C:23]([Cl:26])=[CH:22][CH:21]=3)=[CH:18]2)=[CH:21][CH:22]=1, predict the reactants needed to synthesize it. The reactants are: C(OC([N:8]1[CH2:13][CH2:12][C:11](=O)[CH2:10][CH2:9]1)=O)(C)(C)C.[N+:15]([CH:18]=[CH:19][C:20]1[CH:25]=[CH:24][C:23]([Cl:26])=[CH:22][CH:21]=1)([O-])=O.